From a dataset of Reaction yield outcomes from USPTO patents with 853,638 reactions. Predict the reaction yield, written as a fraction of the theoretical maximum amount of product (1.0 means a 100% yield; for example, 0.34 means a 34% yield). (1) The reactants are C(=O)([O-])[O-].[K+].[K+].[CH2:7]([O:9][C:10](=[O:33])[C@H:11]([CH2:18][C:19]1[C:20]([CH2:28][O:29]C(=O)C)=[C:21]2[C:25](=[CH:26][CH:27]=1)[NH:24][N:23]=[CH:22]2)[CH2:12][C:13]([O:15][CH2:16]C)=[O:14])C. The catalyst is CO. The product is [CH3:7][O:9][C:10](=[O:33])[C@H:11]([CH2:18][C:19]1[C:20]([CH2:28][OH:29])=[C:21]2[C:25](=[CH:26][CH:27]=1)[NH:24][N:23]=[CH:22]2)[CH2:12][C:13]([O:15][CH3:16])=[O:14]. The yield is 0.920. (2) The reactants are [CH3:1][S:2]([C:4]1[CH:9]=[CH:8][C:7]([CH2:10][CH2:11][C:12]([O:14][CH3:15])=[O:13])=[CH:6][CH:5]=1)=[O:3].[F:16][C:17]([F:22])([F:21])[C:18]([NH2:20])=[O:19]. The catalyst is C(Cl)Cl. The product is [CH3:1][S:2]([C:4]1[CH:5]=[CH:6][C:7]([CH2:10][CH2:11][C:12]([O:14][CH3:15])=[O:13])=[CH:8][CH:9]=1)(=[N:20][C:18](=[O:19])[C:17]([F:22])([F:21])[F:16])=[O:3]. The yield is 0.690.